Dataset: Forward reaction prediction with 1.9M reactions from USPTO patents (1976-2016). Task: Predict the product of the given reaction. Given the reactants C1(N(C2C=CC(S(C)(=O)=O)=CC=2)[C:7](=[O:19])[N:8]([CH3:18])[C:9]2[S:10][CH:11]=[C:12](CC(O)=O)[N:13]=2)CCCC1.[CH:30]1([CH2:35][NH:36][C:37]2[CH:42]=[CH:41][CH:40]=[C:39]([F:43])[C:38]=2[Cl:44])[CH2:34][CH2:33][CH2:32]C1.C([O:47][C:48](=[O:57])[CH2:49][S:50]C1SC(N)=NC=1)C, predict the reaction product. The product is: [Cl:44][C:38]1[C:39]([F:43])=[CH:40][CH:41]=[CH:42][C:37]=1[N:36]([CH:35]1[CH2:32][CH2:33][CH2:34][CH2:30]1)[C:7](=[O:19])[N:8]([CH3:18])[C:9]1[S:10][C:11]([S:50][CH2:49][C:48]([OH:57])=[O:47])=[CH:12][N:13]=1.